Dataset: Catalyst prediction with 721,799 reactions and 888 catalyst types from USPTO. Task: Predict which catalyst facilitates the given reaction. (1) Reactant: [CH2:1]([O:5][CH2:6][CH2:7][O:8][C:9]1[CH:14]=[CH:13][C:12]([C:15]2[CH:16]=[CH:17][C:18]3[N:25]([CH2:26][CH:27]([CH3:29])[CH3:28])[CH2:24][CH2:23][CH2:22][C:21]([C:30]([NH:32][C:33]4[CH:38]=[CH:37][C:36]([S:39][CH2:40][C:41]5[N:45]([CH2:46][CH2:47][CH3:48])[CH:44]=[N:43][C:42]=5[CH3:49])=[C:35]([CH3:50])[CH:34]=4)=[O:31])=[CH:20][C:19]=3[CH:51]=2)=[CH:11][CH:10]=1)[CH2:2][CH2:3][CH3:4].ClC1C=CC=C(C(OO)=[O:60])C=1. Product: [CH2:1]([O:5][CH2:6][CH2:7][O:8][C:9]1[CH:10]=[CH:11][C:12]([C:15]2[CH:16]=[CH:17][C:18]3[N:25]([CH2:26][CH:27]([CH3:28])[CH3:29])[CH2:24][CH2:23][CH2:22][C:21]([C:30]([NH:32][C:33]4[CH:38]=[CH:37][C:36]([S:39]([CH2:40][C:41]5[N:45]([CH2:46][CH2:47][CH3:48])[CH:44]=[N:43][C:42]=5[CH3:49])=[O:60])=[C:35]([CH3:50])[CH:34]=4)=[O:31])=[CH:20][C:19]=3[CH:51]=2)=[CH:13][CH:14]=1)[CH2:2][CH2:3][CH3:4]. The catalyst class is: 4. (2) Reactant: [CH3:1][N:2]1[C:6]([C:7]2[CH:19]=[N:18][C:17]3[C:16]4[CH:15]=[C:14]([C:20]([O:22]C)=[O:21])[CH:13]=[CH:12][C:11]=4[N:10]([C@H:24]([C:31]4[CH:36]=[CH:35][CH:34]=[CH:33][CH:32]=4)[CH:25]4[CH2:30][CH2:29][O:28][CH2:27][CH2:26]4)[C:9]=3[CH:8]=2)=[C:5]([CH3:37])[N:4]=[N:3]1.[OH-].[K+]. Product: [CH3:1][N:2]1[C:6]([C:7]2[CH:19]=[N:18][C:17]3[C:16]4[CH:15]=[C:14]([C:20]([OH:22])=[O:21])[CH:13]=[CH:12][C:11]=4[N:10]([C@H:24]([C:31]4[CH:32]=[CH:33][CH:34]=[CH:35][CH:36]=4)[CH:25]4[CH2:26][CH2:27][O:28][CH2:29][CH2:30]4)[C:9]=3[CH:8]=2)=[C:5]([CH3:37])[N:4]=[N:3]1. The catalyst class is: 20. (3) Reactant: [CH3:1][Si:2]([CH3:5])([CH3:4])Cl.[CH3:6][O:7][C:8]1[CH:13]=[CH:12][C:11]([OH:14])=[CH:10][CH:9]=1.C(N(CC)CC)C. Product: [CH3:6][O:7][C:8]1[CH:13]=[CH:12][C:11]([O:14][Si:2]([CH3:5])([CH3:4])[CH3:1])=[CH:10][CH:9]=1. The catalyst class is: 4. (4) Reactant: [CH:1]1([N:6]2[CH2:12][C:11]3([CH2:14][CH2:13]3)[C:10](=[O:15])[N:9]([CH3:16])[C:8]3[CH:17]=[N:18][C:19]([NH:21][C:22]4[CH:30]=[CH:29][C:25]([C:26]([OH:28])=O)=[CH:24][C:23]=4[O:31][CH3:32])=[N:20][C:7]2=3)[CH2:5][CH2:4][CH2:3][CH2:2]1.CCN(C(C)C)C(C)C.CN(C([O:49]N1N=NC2C=CC=CC1=2)=[N+](C)C)C.[B-](F)(F)(F)F.C(N1C[CH2:76][CH2:75][N:74]([CH:78]2[CH2:83][CH2:82][CH:81]([NH2:84])[CH2:80][CH2:79]2)[CH2:73][CH2:72]1)C1C=CC=CC=1. Product: [CH:1]1([N:6]2[CH2:12][C:11]3([CH2:14][CH2:13]3)[C:10](=[O:15])[N:9]([CH3:16])[C:8]3[CH:17]=[N:18][C:19]([NH:21][C:22]4[CH:30]=[CH:29][C:25]([C:26]([NH:84][C@H:81]5[CH2:82][CH2:83][C@H:78]([N:74]6[CH2:75][CH2:76][O:49][CH2:72][CH2:73]6)[CH2:79][CH2:80]5)=[O:28])=[CH:24][C:23]=4[O:31][CH3:32])=[N:20][C:7]2=3)[CH2:2][CH2:3][CH2:4][CH2:5]1. The catalyst class is: 3. (5) Reactant: [N+:1]([C:4]1[CH:9]=[CH:8][C:7]([OH:10])=[CH:6][CH:5]=1)([O-:3])=[O:2].I[CH2:12][CH:13]([CH3:15])[CH3:14].C(=O)([O-])[O-].[Cs+].[Cs+].O. Product: [CH2:12]([O:10][C:7]1[CH:8]=[CH:9][C:4]([N+:1]([O-:3])=[O:2])=[CH:5][CH:6]=1)[CH:13]([CH3:15])[CH3:14]. The catalyst class is: 9. (6) Reactant: [OH:1][C:2]1[CH:7]=[CH:6][CH:5]=[CH:4][C:3]=1[C:8]1[CH:17]=[CH:16][C:15]2[C:10](=[C:11]([NH:18][C:19]([C:21]3[N:22]=[CH:23][S:24][CH:25]=3)=[O:20])[CH:12]=[CH:13][CH:14]=2)[N:9]=1.Cl[CH2:27][CH2:28][N:29]1[CH2:34][CH2:33][O:32][CH2:31][CH2:30]1.C(=O)([O-])[O-].[Cs+].[Cs+]. Product: [O:32]1[CH2:33][CH2:34][N:29]([CH2:28][CH2:27][O:1][C:2]2[CH:7]=[CH:6][CH:5]=[CH:4][C:3]=2[C:8]2[CH:17]=[CH:16][C:15]3[C:10](=[C:11]([NH:18][C:19]([C:21]4[N:22]=[CH:23][S:24][CH:25]=4)=[O:20])[CH:12]=[CH:13][CH:14]=3)[N:9]=2)[CH2:30][CH2:31]1. The catalyst class is: 3.